This data is from Forward reaction prediction with 1.9M reactions from USPTO patents (1976-2016). The task is: Predict the product of the given reaction. (1) Given the reactants [C:1]([NH:5][C:6]([C:8]1([CH:24]2[CH2:29][CH2:28][CH2:27][CH2:26][CH2:25]2)[CH2:13][CH2:12][N:11](C(OCC2C=CC=CC=2)=O)[CH2:10][CH2:9]1)=[O:7])([CH3:4])([CH3:3])[CH3:2].Br.C(O)(=O)C.C(OCC)C, predict the reaction product. The product is: [C:1]([NH:5][C:6]([C:8]1([CH:24]2[CH2:29][CH2:28][CH2:27][CH2:26][CH2:25]2)[CH2:9][CH2:10][NH:11][CH2:12][CH2:13]1)=[O:7])([CH3:4])([CH3:2])[CH3:3]. (2) Given the reactants [NH2:1][C:2]1[N:6]([C:7]2[CH:12]=CC=C[CH:8]=2)[N:5]=[CH:4][C:3]=1[C:13]([NH2:15])=[O:14].[C:16]1([C:24]2[CH:29]=[CH:28][CH:27]=[CH:26][CH:25]=2)[C:17]([CH:22]=O)=[CH:18][CH:19]=[CH:20][CH:21]=1.C=O, predict the reaction product. The product is: [C:16]1([C:24]2[CH:29]=[CH:28][CH:27]=[CH:26][CH:25]=2)[CH:21]=[CH:20][CH:19]=[CH:18][C:17]=1[CH2:22][N:6]1[CH2:7][CH2:8][N:15]2[C:13](=[O:14])[C:3]3[CH:4]=[N:5][N:6]([CH:7]([CH3:8])[CH3:12])[C:2]=3[N:1]=[C:3]2[CH2:2]1.